From a dataset of Reaction yield outcomes from USPTO patents with 853,638 reactions. Predict the reaction yield, written as a fraction of the theoretical maximum amount of product (1.0 means a 100% yield; for example, 0.34 means a 34% yield). (1) The yield is 0.320. The reactants are Cl.C[O:3][C:4](=[O:38])[C:5]1[CH:10]=[CH:9][C:8]([O:11][C:12]2[CH:17]=[CH:16][C:15]([CH2:18][C@H:19]([NH2:37])[C:20]3[N:21]([CH2:33][CH2:34][CH2:35][CH3:36])[CH:22]=[C:23]([C:25]4[CH:30]=[CH:29][C:28]([Cl:31])=[CH:27][C:26]=4[Cl:32])[N:24]=3)=[CH:14][CH:13]=2)=[CH:7][CH:6]=1.[C:39]([OH:48])(=O)[CH2:40][CH2:41][CH2:42][CH2:43][C:44]([OH:46])=O.C[O:50][C:51](=[O:58])[C@H:52]([CH2:54][CH2:55][S:56][CH3:57])[NH2:53]. No catalyst specified. The product is [CH2:33]([N:21]1[CH:22]=[C:23]([C:25]2[CH:30]=[CH:29][C:28]([Cl:31])=[CH:27][C:26]=2[Cl:32])[N:24]=[C:20]1[C@@H:19]([NH:37][C:44](=[O:46])[CH2:43][CH2:42][CH2:41][CH2:40][C:39](=[O:48])[NH:53][CH:52]([C:51]([OH:58])=[O:50])[CH2:54][CH2:55][S:56][CH3:57])[CH2:18][C:15]1[CH:16]=[CH:17][C:12]([O:11][C:8]2[CH:9]=[CH:10][C:5]([C:4]([OH:3])=[O:38])=[CH:6][CH:7]=2)=[CH:13][CH:14]=1)[CH2:34][CH2:35][CH3:36]. (2) The reactants are [F:1][C:2]([F:21])([F:20])[C:3]([C:7]1[CH:8]=[C:9]2[C:14](=[CH:15][CH:16]=1)[CH:13]=[C:12]([C:17]([OH:19])=O)[CH:11]=[CH:10]2)([O:5][CH3:6])[CH3:4].CN(C(ON1N=NC2C=CC=CC1=2)=[N+](C)C)C.F[P-](F)(F)(F)(F)F.C(N(CC)CC)C.Cl.[NH2:54][C@@H:55]([C:57]1[C:62]([F:63])=[CH:61][C:60]([NH:64][S:65]([CH3:68])(=[O:67])=[O:66])=[C:59]([CH3:69])[CH:58]=1)[CH3:56]. The catalyst is CN(C=O)C. The product is [F:63][C:62]1[CH:61]=[C:60]([NH:64][S:65]([CH3:68])(=[O:67])=[O:66])[C:59]([CH3:69])=[CH:58][C:57]=1[C@H:55]([NH:54][C:17]([C:12]1[CH:11]=[CH:10][C:9]2[C:14](=[CH:15][CH:16]=[C:7]([C:3]([O:5][CH3:6])([CH3:4])[C:2]([F:21])([F:1])[F:20])[CH:8]=2)[CH:13]=1)=[O:19])[CH3:56]. The yield is 0.320. (3) The reactants are [F:1][C:2]([F:26])([F:25])[O:3][C:4]1[CH:9]=[CH:8][C:7]([NH:10][C:11]2[C:20]3[C:15](=[CH:16][C:17]([C:21]([O:23]C)=[O:22])=[CH:18][CH:19]=3)[N:14]=[CH:13][N:12]=2)=[CH:6][CH:5]=1.[Li+].[OH-]. The catalyst is C1COCC1.O. The product is [F:26][C:2]([F:1])([F:25])[O:3][C:4]1[CH:9]=[CH:8][C:7]([NH:10][C:11]2[C:20]3[C:15](=[CH:16][C:17]([C:21]([OH:23])=[O:22])=[CH:18][CH:19]=3)[N:14]=[CH:13][N:12]=2)=[CH:6][CH:5]=1. The yield is 0.800. (4) The reactants are [Cl:1][C:2]1[CH:3]=[C:4](/[CH:8]=[CH:9]\[CH2:10][CH2:11][NH2:12])[CH:5]=[CH:6][CH:7]=1.[H][H]. The catalyst is CO.[Pt](=O)=O. The product is [Cl:1][C:2]1[CH:3]=[C:4]([CH2:8][CH2:9][CH2:10][CH2:11][NH2:12])[CH:5]=[CH:6][CH:7]=1. The yield is 0.980. (5) The reactants are Cl.[Cl:2][C:3]1[CH:23]=[CH:22][C:6]([C:7]([N:9]2[CH2:14][CH2:13][N:12](C(OC(C)(C)C)=O)[CH2:11][CH2:10]2)=[O:8])=[CH:5][C:4]=1[N:24]([CH3:45])[C:25]([C:27]1[S:44][C:30]2[C:31]3[CH:39]=[CH:38][C:37]([C:40](=[O:43])[NH:41][CH3:42])=[CH:36][C:32]=3[O:33][CH2:34][CH2:35][C:29]=2[CH:28]=1)=[O:26]. The catalyst is CCOC(C)=O. The product is [Cl:2][C:3]1[CH:23]=[CH:22][C:6]([C:7]([N:9]2[CH2:10][CH2:11][NH:12][CH2:13][CH2:14]2)=[O:8])=[CH:5][C:4]=1[N:24]([CH3:45])[C:25]([C:27]1[S:44][C:30]2[C:31]3[CH:39]=[CH:38][C:37]([C:40]([NH:41][CH3:42])=[O:43])=[CH:36][C:32]=3[O:33][CH2:34][CH2:35][C:29]=2[CH:28]=1)=[O:26]. The yield is 0.710. (6) The reactants are NC(N)=O.[CH:5]1([NH:8][S:9]([C:12]2[C:17]([Cl:18])=[CH:16][CH:15]=[C:14]([NH2:19])[C:13]=2[OH:20])(=[O:11])=[O:10])[CH2:7][CH2:6]1.[Cl:21][C:22]1[C:27]([Cl:28])=[CH:26][CH:25]=[CH:24][C:23]=1[N:29]=[C:30]=[O:31]. No catalyst specified. The product is [Cl:18][C:17]1[CH:16]=[CH:15][C:14]([NH:19][C:30]([NH:29][C:23]2[CH:24]=[CH:25][CH:26]=[C:27]([Cl:28])[C:22]=2[Cl:21])=[O:31])=[C:13]([OH:20])[C:12]=1[S:9]([NH:8][CH:5]1[CH2:7][CH2:6]1)(=[O:11])=[O:10]. The yield is 0.460.